This data is from Forward reaction prediction with 1.9M reactions from USPTO patents (1976-2016). The task is: Predict the product of the given reaction. (1) Given the reactants O[CH2:2][CH2:3][CH2:4][CH2:5][CH2:6][C:7]1[C:13]2[CH:14]=[CH:15][C:16]([OH:18])=[CH:17][C:12]=2[CH2:11][CH2:10][CH2:9][C:8]=1[C:19]1[CH:24]=[CH:23][C:22]([S:25]([CH3:28])(=[O:27])=[O:26])=[CH:21][CH:20]=1.C1(P(C2C=CC=CC=2)C2C=CC=CC=2)C=CC=CC=1.C(Br)(Br)(Br)[Br:49], predict the reaction product. The product is: [Br:49][CH2:2][CH2:3][CH2:4][CH2:5][CH2:6][C:7]1[C:13]2[CH:14]=[CH:15][C:16]([OH:18])=[CH:17][C:12]=2[CH2:11][CH2:10][CH2:9][C:8]=1[C:19]1[CH:24]=[CH:23][C:22]([S:25]([CH3:28])(=[O:27])=[O:26])=[CH:21][CH:20]=1. (2) The product is: [CH:12]1([CH2:17][N:18]([CH2:19][CH3:20])[C:2]2[C:7]([C:8]#[N:9])=[CH:6][CH:5]=[C:4]([CH2:10][CH3:11])[N:3]=2)[CH2:16][CH2:15][CH2:14][CH2:13]1. Given the reactants Cl[C:2]1[C:7]([C:8]#[N:9])=[CH:6][CH:5]=[C:4]([CH2:10][CH3:11])[N:3]=1.[CH:12]1([CH2:17][NH:18][CH2:19][CH3:20])[CH2:16][CH2:15][CH2:14][CH2:13]1, predict the reaction product. (3) Given the reactants [C:1]([CH2:3][C:4]([C:6]1[CH:15]=[CH:14][C:9]([C:10]([O:12][CH3:13])=[O:11])=[CH:8][CH:7]=1)=[O:5])#[N:2].[C:16]1([CH3:26])[CH:21]=[CH:20][C:19]([S:22](Cl)(=[O:24])=[O:23])=[CH:18][CH:17]=1.C(N(CC)CC)C, predict the reaction product. The product is: [C:1]([CH:3]=[C:4]([C:6]1[CH:15]=[CH:14][C:9]([C:10]([O:12][CH3:13])=[O:11])=[CH:8][CH:7]=1)[O:5][S:22]([C:19]1[CH:20]=[CH:21][C:16]([CH3:26])=[CH:17][CH:18]=1)(=[O:24])=[O:23])#[N:2]. (4) Given the reactants [CH3:1][C:2]([O:5][CH3:6])([CH3:4])[CH3:3].CO.[C:9](O)([CH3:12])([CH3:11])[CH3:10], predict the reaction product. The product is: [CH3:6][O:5][CH:2]([CH2:3][CH3:9])[CH3:1].[CH3:1][C:2]([CH2:4][C:9]([CH3:12])([CH3:11])[CH3:10])=[CH2:3].